The task is: Predict the product of the given reaction.. This data is from Forward reaction prediction with 1.9M reactions from USPTO patents (1976-2016). (1) Given the reactants Cl[C:2]1[CH:27]=[CH:26][C:5]([CH2:6][O:7][C:8]2[CH:16]=[CH:15][C:14]3[NH:13][C:12]4[CH:17]([CH2:20][C:21]([O:23]CC)=[O:22])[CH2:18][CH2:19][C:11]=4[C:10]=3[CH:9]=2)=[CH:4][C:3]=1[C:28]([F:31])([F:30])[F:29].[Br-].[CH:33]1([Zn+])[CH2:36][CH2:35][CH2:34]1, predict the reaction product. The product is: [CH:33]1([C:2]2[CH:27]=[CH:26][C:5]([CH2:6][O:7][C:8]3[CH:16]=[CH:15][C:14]4[NH:13][C:12]5[CH:17]([CH2:20][C:21]([OH:23])=[O:22])[CH2:18][CH2:19][C:11]=5[C:10]=4[CH:9]=3)=[CH:4][C:3]=2[C:28]([F:31])([F:29])[F:30])[CH2:36][CH2:35][CH2:34]1. (2) Given the reactants [S:1]1[C:5]([C:6]2[S:10][C:9]([N:11]([CH3:22])[CH:12]3[CH2:17][C:16]([CH3:19])([CH3:18])[NH:15][C:14]([CH3:21])([CH3:20])[CH2:13]3)=[N:8][N:7]=2)=[CH:4][C:3]2[CH:23]=[CH:24][CH:25]=[CH:26][C:2]1=2.[Cl:27]N1C(=O)CCC1=O, predict the reaction product. The product is: [Cl:27][C:4]1[C:3]2[CH:23]=[CH:24][CH:25]=[CH:26][C:2]=2[S:1][C:5]=1[C:6]1[S:10][C:9]([N:11]([CH3:22])[CH:12]2[CH2:17][C:16]([CH3:18])([CH3:19])[NH:15][C:14]([CH3:20])([CH3:21])[CH2:13]2)=[N:8][N:7]=1. (3) Given the reactants [CH2:1]([O:8][C:9]([NH:11][NH2:12])=[O:10])[C:2]1[CH:7]=[CH:6][CH:5]=[CH:4][CH:3]=1.C(N(CC)CC)C.[C:20]([O:23][CH2:24][C:25](Cl)=[O:26])(=[O:22])[CH3:21].O, predict the reaction product. The product is: [CH2:1]([O:8][C:9]([NH:11][NH:12][C:25](=[O:26])[CH2:24][O:23][C:20](=[O:22])[CH3:21])=[O:10])[C:2]1[CH:7]=[CH:6][CH:5]=[CH:4][CH:3]=1.